From a dataset of Forward reaction prediction with 1.9M reactions from USPTO patents (1976-2016). Predict the product of the given reaction. Given the reactants Cl[C:2]1[CH:3]=[C:4]2[C:9](=[CH:10][CH:11]=1)[N:8]=[C:7]([S:12]([C:15]1[CH:20]=[CH:19][CH:18]=[CH:17][C:16]=1[CH2:21][OH:22])(=[O:14])=[O:13])[CH:6]=[CH:5]2.[F:23][C:24]1[CH:29]=[C:28]([F:30])[CH:27]=[CH:26][C:25]=1B(O)O.C1(P(C2CCCCC2)C2C=CC=CC=2C2C=CC=CC=2C)CCCCC1.P([O-])([O-])([O-])=O.[K+].[K+].[K+].[OH-].[Na+], predict the reaction product. The product is: [F:23][C:24]1[CH:29]=[C:28]([F:30])[CH:27]=[CH:26][C:25]=1[C:2]1[CH:3]=[C:4]2[C:9](=[CH:10][CH:11]=1)[N:8]=[C:7]([S:12]([C:15]1[CH:20]=[CH:19][CH:18]=[CH:17][C:16]=1[CH2:21][OH:22])(=[O:14])=[O:13])[CH:6]=[CH:5]2.